Dataset: Forward reaction prediction with 1.9M reactions from USPTO patents (1976-2016). Task: Predict the product of the given reaction. (1) Given the reactants CC(C)(C)C([O:5][CH2:6][C:7]1[CH:8]=[CH:9][C:10]2[N:14]=[CH:13][N:12]([C:15]3[S:19][C:18]([C:20]([O:22][CH3:23])=[O:21])=[C:17]([O:24][C@@H:25]([C:27]4[CH:32]=[CH:31][CH:30]=[CH:29][C:28]=4[C:33]([F:36])([F:35])[F:34])[CH3:26])[CH:16]=3)[C:11]=2[CH:37]=1)=O.[OH-].[Na+], predict the reaction product. The product is: [OH:5][CH2:6][C:7]1[CH:8]=[CH:9][C:10]2[N:14]=[CH:13][N:12]([C:15]3[S:19][C:18]([C:20]([O:22][CH3:23])=[O:21])=[C:17]([O:24][C@@H:25]([C:27]4[CH:32]=[CH:31][CH:30]=[CH:29][C:28]=4[C:33]([F:34])([F:35])[F:36])[CH3:26])[CH:16]=3)[C:11]=2[CH:37]=1. (2) Given the reactants C[O:2][C:3](=O)[C:4]1[CH:9]=[CH:8][C:7]([CH:10]([CH3:12])[CH3:11])=[C:6]([O:13][C:14]([F:17])([F:16])[F:15])[CH:5]=1.[BH4-].[Li+].Cl, predict the reaction product. The product is: [CH:10]([C:7]1[CH:8]=[CH:9][C:4]([CH2:3][OH:2])=[CH:5][C:6]=1[O:13][C:14]([F:15])([F:16])[F:17])([CH3:12])[CH3:11]. (3) Given the reactants [F:1][C@H:2]1[C@@H:7]([NH:8][C:9](=[O:15])[O:10][C:11]([CH3:14])([CH3:13])[CH3:12])[CH2:6][CH2:5][NH:4][CH2:3]1.CO[C:18]1(O[Si](C)(C)C)[CH2:20][CH2:19]1.CC(O)=O.[BH3-]C#N.[Na+], predict the reaction product. The product is: [CH:18]1([N:4]2[CH2:5][CH2:6][C@H:7]([NH:8][C:9](=[O:15])[O:10][C:11]([CH3:12])([CH3:14])[CH3:13])[C@H:2]([F:1])[CH2:3]2)[CH2:20][CH2:19]1. (4) Given the reactants [CH2:1]([NH:4][C:5]1[C:6]2[S:14][CH:13]=[C:12]([CH:15]([CH3:17])[CH3:16])[C:7]=2[N:8]=[C:9](Cl)[N:10]=1)[CH:2]=[CH2:3].[CH2:18]([NH2:21])[CH:19]=[CH2:20].C(=O)([O-])O.[Na+], predict the reaction product. The product is: [CH2:18]([NH:21][C:9]1[N:10]=[C:5]([NH:4][CH2:1][CH:2]=[CH2:3])[C:6]2[S:14][CH:13]=[C:12]([CH:15]([CH3:17])[CH3:16])[C:7]=2[N:8]=1)[CH:19]=[CH2:20]. (5) Given the reactants [OH:1][C:2]1[CH:33]=[CH:32][C:5]([C:6]([N:8]2[C:16]3[C:11](=[C:12]([NH:18][C:19](=[O:31])[CH2:20][C:21]([O:23]CC4C=CC=CC=4)=[O:22])[CH:13]=[CH:14][C:15]=3[CH3:17])[CH:10]=[CH:9]2)=[O:7])=[CH:4][C:3]=1[CH:34]([CH3:36])[CH3:35].[H][H], predict the reaction product. The product is: [OH:1][C:2]1[CH:33]=[CH:32][C:5]([C:6]([N:8]2[C:16]3[C:11](=[C:12]([NH:18][C:19](=[O:31])[CH2:20][C:21]([OH:23])=[O:22])[CH:13]=[CH:14][C:15]=3[CH3:17])[CH:10]=[CH:9]2)=[O:7])=[CH:4][C:3]=1[CH:34]([CH3:36])[CH3:35].